From a dataset of NCI-60 drug combinations with 297,098 pairs across 59 cell lines. Regression. Given two drug SMILES strings and cell line genomic features, predict the synergy score measuring deviation from expected non-interaction effect. Drug 1: CC1CCCC2(C(O2)CC(NC(=O)CC(C(C(=O)C(C1O)C)(C)C)O)C(=CC3=CSC(=N3)C)C)C. Drug 2: CC12CCC3C(C1CCC2OP(=O)(O)O)CCC4=C3C=CC(=C4)OC(=O)N(CCCl)CCCl.[Na+]. Cell line: SK-MEL-2. Synergy scores: CSS=47.1, Synergy_ZIP=-3.66, Synergy_Bliss=-12.3, Synergy_Loewe=-26.1, Synergy_HSA=-4.02.